This data is from Catalyst prediction with 721,799 reactions and 888 catalyst types from USPTO. The task is: Predict which catalyst facilitates the given reaction. (1) Reactant: [Cl:1][C:2]1[CH:3]=[CH:4][C:5]2[O:11][CH2:10][CH2:9][N:8]=[C:7]([C:12]3[CH:17]=[CH:16][CH:15]=[CH:14][CH:13]=3)[C:6]=2[CH:18]=1.[CH2:19]([O:26][CH2:27][C:28](O)=[O:29])[C:20]1[CH:25]=[CH:24][CH:23]=[CH:22][CH:21]=1.C(N(CC)CC)C.C([O-])(O)=O.[Na+]. Product: [CH2:19]([O:26][C@H:27]1[C@:7]2([C:12]3[CH:17]=[CH:16][CH:15]=[CH:14][CH:13]=3)[C:6]3[CH:18]=[C:2]([Cl:1])[CH:3]=[CH:4][C:5]=3[O:11][CH2:10][CH2:9][N:8]2[C:28]1=[O:29])[C:20]1[CH:25]=[CH:24][CH:23]=[CH:22][CH:21]=1. The catalyst class is: 2. (2) Reactant: CCN(C(C)C)C(C)C.[C:10]1([C:16]2[NH:20][N:19]=[C:18]([C:21]([NH:23][CH2:24][C:25]([OH:27])=O)=[O:22])[CH:17]=2)[CH:15]=[CH:14][CH:13]=[CH:12][CH:11]=1.C1C=CC2N(O)N=NC=2C=1.CCN=C=NCCCN(C)C.Cl.FC(F)(F)C(O)=O.[F:57][C:58]([F:73])([F:72])[C:59]1[CH:71]=[CH:70][CH:69]=[CH:68][C:60]=1[O:61][CH:62]1[CH2:67][CH2:66][NH:65][CH2:64][CH2:63]1. Product: [O:27]=[C:25]([N:65]1[CH2:64][CH2:63][CH:62]([O:61][C:60]2[CH:68]=[CH:69][CH:70]=[CH:71][C:59]=2[C:58]([F:57])([F:72])[F:73])[CH2:67][CH2:66]1)[CH2:24][NH:23][C:21]([C:18]1[CH:17]=[C:16]([C:10]2[CH:11]=[CH:12][CH:13]=[CH:14][CH:15]=2)[NH:20][N:19]=1)=[O:22]. The catalyst class is: 18. (3) Reactant: [N:1]([CH:4]1[CH2:9][CH2:8][N:7]([C:10]2[CH:20]=[CH:19][C:13]([C:14]([O:16][CH2:17][CH3:18])=[O:15])=[CH:12][CH:11]=2)[CH2:6][CH2:5]1)=[N+]=[N-].C(O)(=O)C.O.[H][H]. Product: [NH2:1][CH:4]1[CH2:9][CH2:8][N:7]([C:10]2[CH:20]=[CH:19][C:13]([C:14]([O:16][CH2:17][CH3:18])=[O:15])=[CH:12][CH:11]=2)[CH2:6][CH2:5]1. The catalyst class is: 505. (4) Reactant: Br.[Cl:2][C:3]1[CH:8]=[CH:7][C:6]([CH:9]([C:15]2[CH:20]=[CH:19][C:18]([Cl:21])=[CH:17][CH:16]=2)[N:10]2[CH2:13][CH:12](O)[CH2:11]2)=[CH:5][CH:4]=1.[N:22]1[C:31]2[C:26](=[CH:27][C:28]([NH:32][S:33]([CH3:36])(=[O:35])=[O:34])=[CH:29][CH:30]=2)[CH:25]=[CH:24][CH:23]=1.CC(OC(/N=N/C(OC(C)C)=O)=O)C.C1(P(C2C=CC=CC=2)C2C=CC=CC=2)C=CC=CC=1. Product: [Cl:2][C:3]1[CH:8]=[CH:7][C:6]([CH:9]([C:15]2[CH:20]=[CH:19][C:18]([Cl:21])=[CH:17][CH:16]=2)[N:10]2[CH2:13][CH:12]([N:32]([C:28]3[CH:27]=[C:26]4[C:31](=[CH:30][CH:29]=3)[N:22]=[CH:23][CH:24]=[CH:25]4)[S:33]([CH3:36])(=[O:34])=[O:35])[CH2:11]2)=[CH:5][CH:4]=1. The catalyst class is: 11. (5) Product: [CH3:1][O:2][C:3]1[CH:4]=[C:5]([CH:25]=[CH:26][CH:27]=1)[C:6]([C:8]1[N:12]2[C:13]3[C:18]([CH:19]=[CH:20][C:11]2=[C:10]([C:21]([OH:23])=[O:22])[CH:9]=1)=[CH:17][CH:16]=[CH:15][CH:14]=3)=[O:7]. Reactant: [CH3:1][O:2][C:3]1[CH:4]=[C:5]([CH:25]=[CH:26][CH:27]=1)[C:6]([C:8]1[N:12]2[C:13]3[C:18]([CH:19]=[CH:20][C:11]2=[C:10]([C:21]([O:23]C)=[O:22])[CH:9]=1)=[CH:17][CH:16]=[CH:15][CH:14]=3)=[O:7].Cl. The catalyst class is: 273. (6) Reactant: [C:1]([C:3]1[C:12]2[C:7](=[CH:8][CH:9]=[CH:10][CH:11]=2)[C:6]([NH:13][C@H:14]([C@H:27]([OH:29])[CH3:28])[C:15]([NH:17][NH:18][C:19](=O)[C:20]2[CH:25]=[CH:24][CH:23]=[CH:22][CH:21]=2)=[O:16])=[CH:5][CH:4]=1)#[N:2].C(NP1(N(CC)CC)N(C)CCCN1C)(C)(C)C. Product: [OH:29][C@H:27]([CH3:28])[C@@H:14]([NH:13][C:6]1[C:7]2[C:12](=[CH:11][CH:10]=[CH:9][CH:8]=2)[C:3]([C:1]#[N:2])=[CH:4][CH:5]=1)[C:15]1[O:16][C:19]([C:20]2[CH:21]=[CH:22][CH:23]=[CH:24][CH:25]=2)=[N:18][N:17]=1. The catalyst class is: 1. (7) Reactant: [C:1]([O:5][C:6]([N:8]1[CH2:13][CH2:12][CH2:11][C@@H:10]([C:14](N2[C@@H](CC3C=CC=CC=3)COC2=O)=[O:15])[N:9]1[C:29]([O:31][C:32]([CH3:35])([CH3:34])[CH3:33])=[O:30])=[O:7])([CH3:4])([CH3:3])[CH3:2].[Li+].[OH-:37]. Product: [C:1]([O:5][C:6]([N:8]1[CH2:13][CH2:12][CH2:11][C@@H:10]([C:14]([OH:37])=[O:15])[N:9]1[C:29]([O:31][C:32]([CH3:34])([CH3:35])[CH3:33])=[O:30])=[O:7])([CH3:4])([CH3:3])[CH3:2]. The catalyst class is: 20.